Task: Binary Classification. Given a miRNA mature sequence and a target amino acid sequence, predict their likelihood of interaction.. Dataset: Experimentally validated miRNA-target interactions with 360,000+ pairs, plus equal number of negative samples (1) The miRNA is mmu-miR-19b-3p with sequence UGUGCAAAUCCAUGCAAAACUGA. Result: 1 (interaction). The protein sequence of the target gene is MSAWTMGAQGLDKRGSFFKLIDTIASEIGELKREMVQTDISRENGLEPSETHSMVRHKDGGYSEDKDGKTCPRDSGYDSLSNRLSILDRLLHTHPIWLQLSLSEEEAAEVLQAQPPGIFLVRKSSKMQKKVLSLRLPCEFGAPLKEFTIKESTYTFSLEGSGISFADLFRLIAFYCISRDVLPFTLKLPYAISTAKTESQLEELAQLGLNFWSSSADNKPLNSPPPHRPLPSAGICPASLRQLCLINGVHSIKTRTPSELECSQTNGALCFINPLFLKVHSQDLSTGPKRPSTRTPNANG.... (2) The miRNA is hsa-miR-6759-3p with sequence UGACCUUUGCCUCUCCCCUCAG. The protein sequence of the target gene is MSTAGKVIKCKAAVLWEVKKPFSIEDVEVAPPKAYEVRIKMVAVGICRTDDHVVSGNLVTPLPVILGHEAAGIVESVGEGVTTVKPGDKVIPLFTPQCGKCRVCKNPESNYCLKNDLGNPRGTLQDGTRRFTCRGKPIHHFLGTSTFSQYTVVDENAVAKIDAASPLEKVCLIGCGFSTGYGSAVNVAKVTPGSTCAVFGLGGVGLSAVMGCKAAGAARIIAVDINKDKFAKAKELGATECINPQDYKKPIQEVLKEMTDGGVDFSFEVIGRLDTMMASLLCCHEACGTSVIVGVPPASQ.... Result: 0 (no interaction). (3) The miRNA is hsa-miR-4292 with sequence CCCCUGGGCCGGCCUUGG. The protein sequence of the target gene is MGDAAADPPGPALPCEFLRPGCGAPLSPGAQLGRGAPTSAFPPPAAEAHPAARRGLRSPQLPSGAMSQNGAPGMQEESLQGSWVELHFSNNGNGGSVPASVSIYNGDMEKILLDAQHESGRSSSKSSHCDSPPRSQTPQDTNRASETDTHSIGEKNSSQSEEDDIERRKEVESILKKNSDWIWDWSSRPENIPPKEFLFKHPKRTATLSMRNTSVMKKGGIFSAEFLKVFLPSLLLSHLLAIGLGIYIGRRLTTSTSTF. Result: 0 (no interaction). (4) The miRNA is hsa-miR-5580-3p with sequence CACAUAUGAAGUGAGCCAGCAC. The protein sequence of the target gene is MTCPDKPGQLVNWFVCSLCAPRVCKLWSSRRPRTRRNLLLGTACAIYLGFLVSQVGRGSFQHGQATDRGPPNGHDIFKVPFSEIPLDGTLAPPELQGNGSTLQPNVVYITLRSKRSKPANIRGTVKPKRRKKYAVASAAPDQEVLVRPSLIQQEAARAADAEVPGYVQGYLTKVGERPWRVLRGPGVRTRGSNLQQPRARESNIRIYSESAPSWLSKEDIRRMRLLADSEVASILPISKSGTRLLVLEGSTSGSVPGCGPSPCGLLKQPLDMSEVFAFHLDRILGLNRTLPSVSRKLEFI.... Result: 0 (no interaction). (5) Result: 0 (no interaction). The miRNA is hsa-miR-2682-5p with sequence CAGGCAGUGACUGUUCAGACGUC. The protein sequence of the target gene is MKMADAKQKRNEQLKRWIGSETDLEPPVVKRQKTKVKFDDGAVFLAACSSGDTDEVLKLLHRGADINYANVDGLTALHQACIDDNVDMVKFLVENGANINQPDNEGWIPLHAAASCGYLDIAEFLIGQGAHVGAVNSEGDTPLDIAEEEAMEELLQNEVNRQGVDIEAARKEEERIMLRDARQWLNSGHISDVRHAKSGGTALHVAAAKGYTEVLKLLIQAGYDVNIKDYDGWTPLHAAAHWGKEEACRILVDNLCDMETVNKVGQTAFDVADEDILGYLEELQKKQNLLHSEKRDKKSP.... (6) The miRNA is hsa-miR-377-3p with sequence AUCACACAAAGGCAACUUUUGU. The protein sequence of the target gene is MARKVVSRKRKAPASPGAGSDAQGPQFGWDHSLHKRKRLPPVKRSLVYYLKNREVRLQNETSYSRVLHGYAAQQLPSLLKEREFHLGTLNKVFASQWLNHRQVVCGTKCNTLFVVDVQTSQITKIPILKDREPGGVTQQGCGIHAIELNPSRTLLATGGDNPNSLAIYRLPTLDPVCVGDDGHKDWIFSIAWISDTMAVSGSRDGSMGLWEVTDDVLTKSDARHNVSRVPVYAHITHKALKDIPKEDTNPDNCKVRALAFNNKNKELGAVSLDGYFHLWKAENTLSKLLSTKLPYCRENV.... Result: 1 (interaction).